Dataset: Forward reaction prediction with 1.9M reactions from USPTO patents (1976-2016). Task: Predict the product of the given reaction. (1) Given the reactants [CH2:1]([C@@H:8]1[C@@H:16]([OH:17])[C@H:15]([CH3:18])[O:14][C:13](=[O:19])[C@@H:12]([NH:20][C:21]([C:23]2[C:28]([OH:29])=[C:27]([O:30][CH3:31])[CH:26]=[CH:25][N:24]=2)=[O:22])[CH2:11][O:10][C:9]1=[O:32])[C:2]1[CH:7]=[CH:6][CH:5]=[CH:4][CH:3]=1.C(=O)([O-])[O-].[K+].[K+].[I-].[Na+].[C:41]([O:44][CH2:45]Br)(=[O:43])[CH3:42], predict the reaction product. The product is: [C:41]([O:44][CH2:45][O:29][C:28]1[C:23]([C:21]([NH:20][C@H:12]2[CH2:11][O:10][C:9](=[O:32])[C@H:8]([CH2:1][C:2]3[CH:3]=[CH:4][CH:5]=[CH:6][CH:7]=3)[C@@H:16]([OH:17])[C@H:15]([CH3:18])[O:14][C:13]2=[O:19])=[O:22])=[N:24][CH:25]=[CH:26][C:27]=1[O:30][CH3:31])(=[O:43])[CH3:42]. (2) Given the reactants NC1C=C2C(=CC=1)NN=C2Cl.[Cl:12][C:13]1[C:21]2[C:20]3[C:22](=[O:26])[C:23](=[O:25])[NH:24][C:19]=3[CH:18]=[CH:17][C:16]=2[NH:15][N:14]=1.[CH:27]1[C:32]([NH:33][NH2:34])=[CH:31][CH:30]=[C:29]([S:35]([NH2:38])(=[O:37])=[O:36])[CH:28]=1.Cl, predict the reaction product. The product is: [Cl:12][C:13]1[C:21]2[C:20]3[C:22](=[O:26])[C:23](=[O:25])[NH:24][C:19]=3[CH:18]=[CH:17][C:16]=2[NH:15][N:14]=1.[Cl:12][C:13]1[C:21]2[C:20]3[C:22](=[N:34][NH:33][C:32]4[CH:31]=[CH:30][C:29]([S:35]([NH2:38])(=[O:36])=[O:37])=[CH:28][CH:27]=4)[C:23](=[O:25])[NH:24][C:19]=3[CH:18]=[CH:17][C:16]=2[NH:15][N:14]=1. (3) Given the reactants [N+:1]([C:4]1[CH:5]=[C:6]([CH:22]=[CH:23][CH:24]=1)[CH2:7][O:8][CH2:9][CH2:10][O:11][CH2:12][CH2:13][NH:14][C:15](=[O:21])[O:16][C:17]([CH3:20])([CH3:19])[CH3:18])([O-])=O.[NH4+].[Cl-], predict the reaction product. The product is: [NH2:1][C:4]1[CH:5]=[C:6]([CH:22]=[CH:23][CH:24]=1)[CH2:7][O:8][CH2:9][CH2:10][O:11][CH2:12][CH2:13][NH:14][C:15](=[O:21])[O:16][C:17]([CH3:18])([CH3:19])[CH3:20]. (4) Given the reactants F[C:2]1[CH:7]=[CH:6][CH:5]=[C:4]([N+:8]([O-:10])=[O:9])[CH:3]=1.C(=O)([O-])[O-].[K+].[K+].[C:17]([N:24]1[CH2:29][CH2:28][NH:27][CH2:26][CH2:25]1)([O:19][C:20]([CH3:23])([CH3:22])[CH3:21])=[O:18], predict the reaction product. The product is: [C:20]([O:19][C:17]([N:24]1[CH2:29][CH2:28][N:27]([C:2]2[CH:7]=[CH:6][CH:5]=[C:4]([N+:8]([O-:10])=[O:9])[CH:3]=2)[CH2:26][CH2:25]1)=[O:18])([CH3:23])([CH3:21])[CH3:22]. (5) The product is: [CH2:1]([N:8]1[CH2:9][CH:20]([N+:17]([O-:19])=[O:18])[C:21]2([CH2:24][O:23][CH2:22]2)[CH2:14]1)[C:2]1[CH:3]=[CH:4][CH:5]=[CH:6][CH:7]=1. Given the reactants [CH2:1]([N:8]([CH2:14]OC)[CH2:9][Si](C)(C)C)[C:2]1[CH:7]=[CH:6][CH:5]=[CH:4][CH:3]=1.[N+:17]([CH:20]=[C:21]1[CH2:24][O:23][CH2:22]1)([O-:19])=[O:18].FC(F)(F)C(O)=O, predict the reaction product. (6) Given the reactants [OH:1][CH2:2][CH2:3][CH2:4][CH2:5][N:6]([C:11]1[N:16]=[C:15]2[O:17][C:18]([C:24]3[CH:29]=[CH:28][C:27]([CH3:30])=[CH:26][CH:25]=3)=[C:19]([C:20]([NH:22][CH3:23])=[O:21])[C:14]2=[CH:13][C:12]=1[I:31])[S:7]([CH3:10])(=[O:9])=[O:8].C(N(CC)CC)C.S(=O)(=O)=O.N1C=CC=CC=1.O, predict the reaction product. The product is: [I:31][C:12]1[CH:13]=[C:14]2[C:19]([C:20]([NH:22][CH3:23])=[O:21])=[C:18]([C:24]3[CH:29]=[CH:28][C:27]([CH3:30])=[CH:26][CH:25]=3)[O:17][C:15]2=[N:16][C:11]=1[N:6]([CH2:5][CH2:4][CH2:3][CH:2]=[O:1])[S:7]([CH3:10])(=[O:9])=[O:8]. (7) Given the reactants [N+:1]([C:4]1[CH:9]=[CH:8][CH:7]=[CH:6][C:5]=1[CH2:10][OH:11])([O-:3])=[O:2].[OH-].[Na+].[CH3:14]OS(OC)(=O)=O, predict the reaction product. The product is: [CH3:14][O:11][CH2:10][C:5]1[CH:6]=[CH:7][CH:8]=[CH:9][C:4]=1[N+:1]([O-:3])=[O:2]. (8) Given the reactants [CH3:1][C:2]1[CH:7]=[C:6]([C:8](=O)[CH2:9][C@H:10]([C:18]2[CH:23]=[CH:22][C:21]([N:24]3[CH2:27][CH:26]([C:28]([OH:30])=[O:29])[CH2:25]3)=[CH:20][CH:19]=2)[C:11]2[CH:16]=[CH:15][CH:14]=[CH:13][C:12]=2[CH3:17])[CH:5]=[CH:4][N:3]=1.Cl.[NH2:33][OH:34].C(=O)([O-])O.[Na+], predict the reaction product. The product is: [OH:34]/[N:33]=[C:8](/[C:6]1[CH:5]=[CH:4][N:3]=[C:2]([CH3:1])[CH:7]=1)\[CH2:9][C@H:10]([C:18]1[CH:23]=[CH:22][C:21]([N:24]2[CH2:27][CH:26]([C:28]([OH:30])=[O:29])[CH2:25]2)=[CH:20][CH:19]=1)[C:11]1[CH:16]=[CH:15][CH:14]=[CH:13][C:12]=1[CH3:17]. (9) Given the reactants FC(F)(F)S(OC1C=C(OC)C=CC=1CC1C=CC=C(OC)C=1)(=O)=O.C(OC1C=CC(B(O)O)=CC=1)C1C=CC=CC=1.C([O:50][C:51]1[CH:56]=[CH:55][C:54]([C:57]2[CH:62]=[C:61]([O:63][CH3:64])[CH:60]=[CH:59][C:58]=2[CH2:65][C:66]2[CH:71]=[CH:70][CH:69]=[C:68]([O:72][CH3:73])[CH:67]=2)=[CH:53][CH:52]=1)C1C=CC=CC=1, predict the reaction product. The product is: [CH3:64][O:63][C:61]1[CH:60]=[CH:59][C:58]([CH2:65][C:66]2[CH:71]=[CH:70][CH:69]=[C:68]([O:72][CH3:73])[CH:67]=2)=[C:57]([C:54]2[CH:53]=[CH:52][C:51]([OH:50])=[CH:56][CH:55]=2)[CH:62]=1. (10) Given the reactants Cl.[Br:2][C:3]1[CH:8]=[CH:7][N:6]=[CH:5][CH:4]=1.[CH:9]([Mg]Br)([CH3:11])[CH3:10].Cl[C:15]([O:17][C:18]1[CH:23]=[CH:22][CH:21]=[CH:20][CH:19]=1)=[O:16], predict the reaction product. The product is: [Br:2][C:3]1[CH:8]=[CH:7][N:6]([C:15]([O:17][C:18]2[CH:23]=[CH:22][CH:21]=[CH:20][CH:19]=2)=[O:16])[CH:5]([CH:9]([CH3:11])[CH3:10])[CH:4]=1.